Predict the product of the given reaction. From a dataset of Forward reaction prediction with 1.9M reactions from USPTO patents (1976-2016). (1) The product is: [C:1]([O:5][C:6]([N:8]1[CH:17]([C:18](=[O:40])[NH:19][C@H:20]([C:36]([O:38][CH3:39])=[O:37])[CH2:21][C:22]2[CH:27]=[CH:26][C:25]([C:28]3[CH:29]=[CH:30][C:31]([C:34]#[N:35])=[CH:32][CH:33]=3)=[CH:24][CH:23]=2)[CH2:16][C:15]2[CH:14]=[C:13]3[C:12]([O:42][C@@H:49]([C:53]4[CH:58]=[CH:57][C:56]([O:59][CH2:60][C:61]5[CH:66]=[CH:65][C:64]([Cl:67])=[C:63]([Cl:68])[CH:62]=5)=[CH:55][CH:54]=4)[C:50](=[O:51])[NH:41]3)=[CH:11][C:10]=2[CH2:9]1)=[O:7])([CH3:4])([CH3:2])[CH3:3]. Given the reactants [C:1]([O:5][C:6]([N:8]1[C@H:17]([C:18](=[O:40])[NH:19][C@H:20]([C:36]([O:38][CH3:39])=[O:37])[CH2:21][C:22]2[CH:27]=[CH:26][C:25]([C:28]3[CH:33]=[CH:32][C:31]([C:34]#[N:35])=[CH:30][CH:29]=3)=[CH:24][CH:23]=2)[CH2:16][C:15]2[C:10](=[CH:11][C:12]([OH:42])=[C:13]([NH2:41])[CH:14]=2)[CH2:9]1)=[O:7])([CH3:4])([CH3:3])[CH3:2].C(=O)(O)[O-].[Na+].Cl[CH:49]([C:53]1[CH:58]=[CH:57][C:56]([O:59][CH2:60][C:61]2[CH:66]=[CH:65][C:64]([Cl:67])=[C:63]([Cl:68])[CH:62]=2)=[CH:55][CH:54]=1)[C:50](Cl)=[O:51].C(=O)([O-])[O-].[K+].[K+], predict the reaction product. (2) Given the reactants Cl.Cl.[C:3]1([C@H:9]2[CH2:13][CH2:12][N:11]([CH2:14][C@@H:15]3[CH2:19][C@H:18]([C:20]4[CH:25]=[CH:24][CH:23]=[CH:22][CH:21]=4)[CH2:17][NH:16]3)[CH2:10]2)[CH:8]=[CH:7][CH:6]=[CH:5][CH:4]=1.[N+](C1C=CC=CC=1S([NH:38][CH:39]([C:41]1[O:45][C:44]([C:46](O)=[O:47])=[CH:43][CH:42]=1)[CH3:40])(=O)=O)([O-])=O.C1CN([P+](ON2N=NC3C=CC=CC2=3)(N2CCCC2)N2CCCC2)CC1.F[P-](F)(F)(F)(F)F.CCN(C(C)C)C(C)C, predict the reaction product. The product is: [NH2:38][CH:39]([C:41]1[O:45][C:44]([C:46]([N:16]2[CH2:17][C@@H:18]([C:20]3[CH:21]=[CH:22][CH:23]=[CH:24][CH:25]=3)[CH2:19][C@H:15]2[CH2:14][N:11]2[CH2:12][CH2:13][C@H:9]([C:3]3[CH:4]=[CH:5][CH:6]=[CH:7][CH:8]=3)[CH2:10]2)=[O:47])=[CH:43][CH:42]=1)[CH3:40]. (3) Given the reactants [Cl:1][C:2]1[C:11]2[C:6](=[CH:7][CH:8]=[C:9]([I:12])[CH:10]=2)[N:5]=[CH:4][N:3]=1.[Cl:13][C:14]1[CH:15]=[C:16]([NH2:29])[CH:17]=[CH:18][C:19]=1[O:20][CH2:21][C:22]1[CH:27]=[CH:26][CH:25]=[C:24]([F:28])[CH:23]=1, predict the reaction product. The product is: [ClH:1].[Cl:13][C:14]1[CH:15]=[C:16]([NH:29][C:2]2[C:11]3[C:6](=[CH:7][CH:8]=[C:9]([I:12])[CH:10]=3)[N:5]=[CH:4][N:3]=2)[CH:17]=[CH:18][C:19]=1[O:20][CH2:21][C:22]1[CH:27]=[CH:26][CH:25]=[C:24]([F:28])[CH:23]=1. (4) Given the reactants [N:1]1[CH:6]=[CH:5][CH:4]=[CH:3][C:2]=1[C:7]1[NH:8][N:9]=[C:10]2[C:15]=1[CH:14]=[CH:13][CH:12]=[C:11]2[C:16]([F:19])([F:18])[F:17].[F:20][C:21]1[CH:28]=[C:27]([F:29])[CH:26]=[C:25](F)[C:22]=1[CH2:23]Br, predict the reaction product. The product is: [F:20][C:21]1[CH:28]=[C:27]([F:29])[CH:26]=[CH:25][C:22]=1[CH2:23][N:8]1[C:7]([C:2]2[CH:3]=[CH:4][CH:5]=[CH:6][N:1]=2)=[C:15]2[C:10]([C:11]([C:16]([F:19])([F:17])[F:18])=[CH:12][CH:13]=[CH:14]2)=[N:9]1. (5) Given the reactants [F:1][C:2]1[CH:3]=[C:4]([CH:10]=[CH:11][C:12]=1[C:13]#[C:14][CH2:15][CH2:16][CH2:17][CH2:18][C:19]1[CH:24]=[CH:23][CH:22]=[CH:21][CH:20]=1)[C:5]([O:7][CH2:8][CH3:9])=[O:6], predict the reaction product. The product is: [F:1][C:2]1[CH:3]=[C:4]([CH:10]=[CH:11][C:12]=1[CH2:13][CH2:14][CH2:15][CH2:16][CH2:17][CH2:18][C:19]1[CH:20]=[CH:21][CH:22]=[CH:23][CH:24]=1)[C:5]([O:7][CH2:8][CH3:9])=[O:6]. (6) Given the reactants C(O[BH-](OC(=O)C)OC(=O)C)(=O)C.[Na+].[Cl:15][C:16]1[C:17]([CH:29]=O)=[N:18][CH:19]=[C:20]([N:22]2[CH2:27][CH2:26][O:25][CH2:24][C@H:23]2[CH3:28])[N:21]=1.[CH2:31]([NH:38][CH2:39][CH2:40][OH:41])[C:32]1[CH:37]=[CH:36][CH:35]=[CH:34][CH:33]=1.C(=O)([O-])O.[Na+], predict the reaction product. The product is: [CH2:31]([N:38]([CH2:29][C:17]1[C:16]([Cl:15])=[N:21][C:20]([N:22]2[CH2:27][CH2:26][O:25][CH2:24][C@H:23]2[CH3:28])=[CH:19][N:18]=1)[CH2:39][CH2:40][OH:41])[C:32]1[CH:37]=[CH:36][CH:35]=[CH:34][CH:33]=1.